This data is from Catalyst prediction with 721,799 reactions and 888 catalyst types from USPTO. The task is: Predict which catalyst facilitates the given reaction. (1) Reactant: CCN(C(C)C)C(C)C.Cl.[F:11][C:12]1[CH:59]=[CH:58][CH:57]=[C:56]([F:60])[C:13]=1[CH2:14][O:15][C:16]([C:25]1[CH:30]=[CH:29][C:28]([C@:31]2([S:46]([C:49]3[CH:54]=[CH:53][C:52]([F:55])=[CH:51][CH:50]=3)(=[O:48])=[O:47])[CH2:35][CH2:34][N:33]([C:36]([C:38]3([CH2:44][OH:45])[CH2:43][CH2:42][NH:41][CH2:40][CH2:39]3)=[O:37])[CH2:32]2)=[CH:27][CH:26]=1)([C:21]([F:24])([F:23])[F:22])[C:17]([F:20])([F:19])[F:18].[C:61](O)(=[O:63])[CH3:62].F[P-](F)(F)(F)(F)F.N1(O[P+](N(C)C)(N(C)C)N(C)C)C2C=CC=CC=2N=N1. Product: [F:60][C:56]1[CH:57]=[CH:58][CH:59]=[C:12]([F:11])[C:13]=1[CH2:14][O:15][C:16]([C:25]1[CH:30]=[CH:29][C:28]([C@:31]2([S:46]([C:49]3[CH:50]=[CH:51][C:52]([F:55])=[CH:53][CH:54]=3)(=[O:48])=[O:47])[CH2:35][CH2:34][N:33]([C:36]([C:38]3([CH2:44][OH:45])[CH2:39][CH2:40][N:41]([C:61](=[O:63])[CH3:62])[CH2:42][CH2:43]3)=[O:37])[CH2:32]2)=[CH:27][CH:26]=1)([C:17]([F:20])([F:19])[F:18])[C:21]([F:22])([F:24])[F:23]. The catalyst class is: 489. (2) Reactant: [CH:1]12[N:7]([C:8]3[CH:9]=[CH:10][C:11]([N+:20]([O-])=O)=[C:12]([C:14]#[C:15][CH2:16][N:17]([CH3:19])[CH3:18])[CH:13]=3)[CH:4]([CH2:5][CH2:6]1)[CH2:3][CH2:2]2. Product: [CH:1]12[N:7]([C:8]3[CH:9]=[CH:10][C:11]([NH2:20])=[C:12]([C:14]#[C:15][CH2:16][N:17]([CH3:19])[CH3:18])[CH:13]=3)[CH:4]([CH2:5][CH2:6]1)[CH2:3][CH2:2]2. The catalyst class is: 693. (3) Reactant: [C:1]([N:8]1[CH2:13][CH2:12][NH:11][CH2:10][CH2:9]1)([O:3][C:4]([CH3:7])([CH3:6])[CH3:5])=[O:2].C(=O)([O-])[O-].[K+].[K+].F[C:21]1[C:26]([F:27])=[CH:25][C:24]([C:28]([F:31])([F:30])[F:29])=[CH:23][N:22]=1. Product: [C:4]([O:3][C:1]([N:8]1[CH2:9][CH2:10][N:11]([C:21]2[C:26]([F:27])=[CH:25][C:24]([C:28]([F:31])([F:29])[F:30])=[CH:23][N:22]=2)[CH2:12][CH2:13]1)=[O:2])([CH3:7])([CH3:6])[CH3:5]. The catalyst class is: 10. (4) Reactant: [CH3:1][O:2][C:3]1[CH:8]=[C:7]([O:9][CH3:10])[C:6]([N+:11]([O-:13])=[O:12])=[CH:5][C:4]=1[OH:14].Cl.Cl[CH2:17][CH2:18][N:19]1[CH2:24][CH2:23][O:22][CH2:21][CH2:20]1.C([O-])([O-])=O.[K+].[K+]. Product: [CH3:1][O:2][C:3]1[CH:8]=[C:7]([O:9][CH3:10])[C:6]([N+:11]([O-:13])=[O:12])=[CH:5][C:4]=1[O:14][CH2:17][CH2:18][N:19]1[CH2:24][CH2:23][O:22][CH2:21][CH2:20]1. The catalyst class is: 18. (5) Reactant: Cl.Cl.[Cl:3][C:4]1[CH:5]=[C:6]([N:10]2[CH2:14][CH2:13][CH:12]([NH2:15])[CH2:11]2)[CH:7]=[CH:8][CH:9]=1.C(N(C(C)C)C(C)C)C.[Cl:25][C:26]1[CH:27]=[C:28]2[C:33](=[CH:34][C:35]=1[O:36][C:37]1[CH:45]=[CH:44][C:40]([C:41](O)=[O:42])=[CH:39][CH:38]=1)[O:32][CH2:31][CH2:30][CH:29]2[C:46]([O:48][CH2:49][CH3:50])=[O:47].Cl.CN(C)CCCN=C=NCC.ON1C2N=CC=CC=2N=N1. Product: [Cl:25][C:26]1[CH:27]=[C:28]2[C:33](=[CH:34][C:35]=1[O:36][C:37]1[CH:45]=[CH:44][C:40]([C:41](=[O:42])[NH:15][CH:12]3[CH2:13][CH2:14][N:10]([C:6]4[CH:7]=[CH:8][CH:9]=[C:4]([Cl:3])[CH:5]=4)[CH2:11]3)=[CH:39][CH:38]=1)[O:32][CH2:31][CH2:30][CH:29]2[C:46]([O:48][CH2:49][CH3:50])=[O:47]. The catalyst class is: 4.